Regression. Given a peptide amino acid sequence and an MHC pseudo amino acid sequence, predict their binding affinity value. This is MHC class I binding data. From a dataset of Peptide-MHC class I binding affinity with 185,985 pairs from IEDB/IMGT. (1) The peptide sequence is RLFEESLGI. The MHC is HLA-A02:02 with pseudo-sequence HLA-A02:02. The binding affinity (normalized) is 0.941. (2) The peptide sequence is FPLWNTEKI. The MHC is HLA-A80:01 with pseudo-sequence HLA-A80:01. The binding affinity (normalized) is 0.0847. (3) The peptide sequence is YTVKFPNLID. The MHC is Mamu-A01 with pseudo-sequence Mamu-A01. The binding affinity (normalized) is 0.394. (4) The peptide sequence is VTLFSAHL. The MHC is H-2-Kb with pseudo-sequence H-2-Kb. The binding affinity (normalized) is 0.703. (5) The peptide sequence is HQIWLALRY. The MHC is HLA-B51:01 with pseudo-sequence HLA-B51:01. The binding affinity (normalized) is 0.0847. (6) The peptide sequence is AYGSFVRTV. The MHC is HLA-A02:01 with pseudo-sequence HLA-A02:01. The binding affinity (normalized) is 0.125.